This data is from Peptide-MHC class II binding affinity with 134,281 pairs from IEDB. The task is: Regression. Given a peptide amino acid sequence and an MHC pseudo amino acid sequence, predict their binding affinity value. This is MHC class II binding data. (1) The peptide sequence is PELVPEDPEDSALLEDPAGT. The MHC is DRB1_0101 with pseudo-sequence DRB1_0101. The binding affinity (normalized) is 0.502. (2) The peptide sequence is HFMGKTWEALDTMYVVA. The MHC is DRB1_0404 with pseudo-sequence DRB1_0404. The binding affinity (normalized) is 0.208. (3) The peptide sequence is VIEDITFLRPVLK. The MHC is HLA-DQA10501-DQB10301 with pseudo-sequence HLA-DQA10501-DQB10301. The binding affinity (normalized) is 0.155. (4) The peptide sequence is NSLLFIPDIKLAIDN. The MHC is HLA-DQA10401-DQB10402 with pseudo-sequence HLA-DQA10401-DQB10402. The binding affinity (normalized) is 0.517. (5) The peptide sequence is PCKGDSVTIKLDGNL. The MHC is DRB1_0802 with pseudo-sequence DRB1_0802. The binding affinity (normalized) is 0.364. (6) The peptide sequence is YDKFLANYSTVLTGK. The binding affinity (normalized) is 0.516. The MHC is DRB1_1001 with pseudo-sequence DRB1_1001. (7) The peptide sequence is NVEGSYEGAYAPVLQDFRSL. The MHC is DRB1_0901 with pseudo-sequence DRB1_0901. The binding affinity (normalized) is 0.362.